Task: Predict the reaction yield, written as a fraction of the theoretical maximum amount of product (1.0 means a 100% yield; for example, 0.34 means a 34% yield).. Dataset: Reaction yield outcomes from USPTO patents with 853,638 reactions (1) The reactants are [F-].C([N+](CCCC)(CCCC)CCCC)CCC.[CH3:19][N:20]([CH2:22][C:23]1C[C:26]([C:28]2[CH:35]=[CH:34][CH:33]=[CH:32][C:29]=2[CH:30]=[O:31])=[CH:25][CH:24]=1)[CH3:21].[F:36][C:37]([Si](C)(C)C)([F:39])[F:38].Cl.C1C[O:48]CC1. No catalyst specified. The product is [CH3:21][N:20]([CH2:22][C:23]1[O:48][C:26]([C:28]2[CH:35]=[CH:34][CH:33]=[CH:32][C:29]=2[CH:30]([OH:31])[C:37]([F:39])([F:38])[F:36])=[CH:25][CH:24]=1)[CH3:19]. The yield is 0.660. (2) The reactants are C([O:7][C:8]1[CH:13]=[C:12]([CH2:14][CH2:15]OS(C)(=O)=O)[O:11][C:10](=[O:21])[C:9]=1[C:22]1[C:27]([CH3:28])=[CH:26][C:25]([CH3:29])=[CH:24][C:23]=1[CH3:30])(=O)C(C)(C)C.[Cl:31][C:32]1[CH:37]=[CH:36][C:35]([SH:38])=[CH:34][CH:33]=1.C([O-])([O-])=O.[K+].[K+].Cl. The catalyst is O1CCCC1. The product is [Cl:31][C:32]1[CH:37]=[CH:36][C:35]([S:38][CH2:15][CH2:14][C:12]2[O:11][C:10](=[O:21])[C:9]([C:22]3[C:27]([CH3:28])=[CH:26][C:25]([CH3:29])=[CH:24][C:23]=3[CH3:30])=[C:8]([OH:7])[CH:13]=2)=[CH:34][CH:33]=1. The yield is 0.560.